Dataset: Full USPTO retrosynthesis dataset with 1.9M reactions from patents (1976-2016). Task: Predict the reactants needed to synthesize the given product. (1) Given the product [CH3:21][O:25][N:26]([CH3:27])[C:14]([C:11]1([CH3:17])[CH2:10][CH2:9][N:8]([C:6]([O:5][C:1]([CH3:2])([CH3:3])[CH3:4])=[O:7])[CH2:13][CH2:12]1)=[O:16], predict the reactants needed to synthesize it. The reactants are: [C:1]([O:5][C:6]([N:8]1[CH2:13][CH2:12][C:11]([CH3:17])([C:14]([OH:16])=O)[CH2:10][CH2:9]1)=[O:7])([CH3:4])([CH3:3])[CH3:2].CN([C:21]([O:25][N:26]1N=NC2C=CC=N[C:27]1=2)=[N+](C)C)C.F[P-](F)(F)(F)(F)F.CCN(C(C)C)C(C)C.Cl.CONC. (2) Given the product [CH3:26][O:28][C:2]1[CH:7]=[CH:6][C:5]([C:22]2[CH:21]=[CH:20][CH:25]=[C:24]([C:14]3[CH:15]=[CH:16][C:11]([O:10][CH3:9])=[CH:12][CH:13]=3)[CH:23]=2)=[CH:4][CH:3]=1, predict the reactants needed to synthesize it. The reactants are: Br[C:2]1[CH:7]=[CH:6][CH:5]=[C:4](Br)[CH:3]=1.[CH3:9][O:10][C:11]1[CH:16]=[CH:15][C:14](B(O)O)=[CH:13][CH:12]=1.[CH3:20][CH2:21][CH2:22][CH2:23][CH2:24][CH3:25].[C:26](OCC)(=[O:28])C. (3) Given the product [I-:1].[CH3:25][N:28]([C:19]1[CH:18]=[CH:17][C:16]2[C:21]([CH:20]=1)=[S+:22][C:23]1[C:14](=[CH:13][CH:12]=[C:11]([N:7]([CH2:8][CH2:9][CH3:10])[CH2:4][CH2:5][CH3:6])[CH:24]=1)[N:15]=2)[CH3:29], predict the reactants needed to synthesize it. The reactants are: [I-:1].[I-].[I-].[CH2:4]([N:7]([C:11]1[CH:12]=[CH:13][C:14]2[C:23]([CH:24]=1)=[S+:22][C:21]1[C:16](=[CH:17][CH:18]=[CH:19][CH:20]=1)[N:15]=2)[CH2:8][CH2:9][CH3:10])[CH2:5][CH3:6].[CH2:25]([N:28](C1C=CC2C(C=1)=[S+]C1C(=CC=CC=1)N=2)[CH2:29]CC)CC.C(N(C1C=CC2C(C=1)=[S+]C1C(=CC=CC=1)N=2)CCC)CC.C(NCC)C. (4) Given the product [F:23][C:24]1[CH:29]=[CH:28][C:27]([C:4]2[CH:5]=[CH:6][C:7]([NH2:8])=[C:9]([N+:11]([O-:13])=[O:12])[CH:10]=2)=[CH:26][CH:25]=1, predict the reactants needed to synthesize it. The reactants are: N#N.Br[C:4]1[CH:10]=[C:9]([N+:11]([O-:13])=[O:12])[C:7]([NH2:8])=[CH:6][CH:5]=1.C(Cl)Cl.C([O-])([O-])=O.[Na+].[Na+].[F:23][C:24]1[CH:29]=[CH:28][C:27](B(O)O)=[CH:26][CH:25]=1. (5) Given the product [CH2:8]1[C:7]2[CH:10]=[CH:11][C:12]([C:14]([OH:16])=[O:15])=[CH:13][C:6]=2[CH2:5][CH2:4][NH:3][CH2:9]1, predict the reactants needed to synthesize it. The reactants are: C([N:3]1[CH2:9][CH2:8][C:7]2[CH:10]=[CH:11][C:12]([C:14]([OH:16])=[O:15])=[CH:13][C:6]=2[CH2:5][CH2:4]1)=O. (6) Given the product [Br:12][CH2:8][C:7]1[C:6]([CH2:10][CH3:11])=[CH:5][N:4]=[CH:3][C:2]=1[Cl:1], predict the reactants needed to synthesize it. The reactants are: [Cl:1][C:2]1[CH:3]=[N:4][CH:5]=[C:6]([CH2:10][CH3:11])[C:7]=1[CH2:8]O.[Br:12]P(Br)Br.